This data is from Full USPTO retrosynthesis dataset with 1.9M reactions from patents (1976-2016). The task is: Predict the reactants needed to synthesize the given product. (1) Given the product [OH:3][CH2:4][CH2:5][NH:6][C:7](=[O:21])[C:8]1[C:13]([O:14][CH2:15][C@H:16]2[CH2:20][CH2:19][CH2:18][N:17]2[C:30]([C@H:27]2[CH2:26][CH2:25][C@H:24]([C:23]([F:22])([F:33])[F:34])[CH2:29][CH2:28]2)=[O:31])=[CH:12][CH:11]=[CH:10][N:9]=1, predict the reactants needed to synthesize it. The reactants are: Cl.Cl.[OH:3][CH2:4][CH2:5][NH:6][C:7](=[O:21])[C:8]1[C:13]([O:14][CH2:15][C@H:16]2[CH2:20][CH2:19][CH2:18][NH:17]2)=[CH:12][CH:11]=[CH:10][N:9]=1.[F:22][C:23]([F:34])([F:33])[C@H:24]1[CH2:29][CH2:28][C@H:27]([C:30](O)=[O:31])[CH2:26][CH2:25]1.COC1C=C(OC[C@H]2CCCN2C([C@H]2CC[C@H](C(F)(F)F)CC2)=O)C(C(O)=O)=NC=1. (2) Given the product [OH:1][CH2:2][C:3]([CH3:8])([CH3:7])[C:4]([O:6][CH2:10][CH3:11])=[O:5], predict the reactants needed to synthesize it. The reactants are: [OH:1][CH2:2][C:3]([CH3:8])([CH3:7])[C:4]([OH:6])=[O:5].I[CH2:10][CH3:11].C([O-])([O-])=O.[Cs+].[Cs+].